From a dataset of NCI-60 drug combinations with 297,098 pairs across 59 cell lines. Regression. Given two drug SMILES strings and cell line genomic features, predict the synergy score measuring deviation from expected non-interaction effect. Drug 1: C1CN(CCN1C(=O)CCBr)C(=O)CCBr. Drug 2: C1CC(=O)NC(=O)C1N2C(=O)C3=CC=CC=C3C2=O. Cell line: SNB-19. Synergy scores: CSS=7.67, Synergy_ZIP=-6.87, Synergy_Bliss=-6.34, Synergy_Loewe=-8.52, Synergy_HSA=-7.89.